Dataset: Forward reaction prediction with 1.9M reactions from USPTO patents (1976-2016). Task: Predict the product of the given reaction. (1) Given the reactants [F:1][C:2]1[CH:3]=[C:4]2[C:8](=[CH:9][CH:10]=1)[N:7]([CH2:11][C:12]([OH:14])=[O:13])[C:6]([CH3:15])=[CH:5]2.[C:16]1([S:22]([C:25]2[CH:32]=[CH:31][CH:30]=[CH:29][C:26]=2[CH:27]=O)(=[O:24])=[O:23])[CH:21]=[CH:20][CH:19]=[CH:18][CH:17]=1.[CH2:33]([SiH](CC)CC)[CH3:34].FC(F)(F)C(O)=O.N#N.C(=O)([O-])O.[Na+], predict the reaction product. The product is: [F:1][C:2]1[CH:3]=[C:4]2[C:8](=[CH:9][CH:10]=1)[N:7]([CH2:11][C:12]([O:14][CH2:33][CH3:34])=[O:13])[C:6]([CH3:15])=[C:5]2[CH2:27][C:26]1[CH:29]=[CH:30][CH:31]=[CH:32][C:25]=1[S:22]([C:16]1[CH:21]=[CH:20][CH:19]=[CH:18][CH:17]=1)(=[O:24])=[O:23]. (2) Given the reactants [F:1][C:2]([F:7])([F:6])[C:3]([OH:5])=[O:4].[F:8][C:9]([F:14])([F:13])[C:10]([OH:12])=[O:11].FC(F)(F)C(O)=O.[Cl:22][C:23]1[CH:24]=[N:25][C:26]2[NH:27][C:28]3[CH:29]=[N:30][CH:31]=[C:32]([CH:53]=3)[CH2:33][CH2:34][C:35]3[CH:43]=[C:39]([NH:40][C:41]=1[N:42]=2)[CH:38]=[CH:37][C:36]=3[NH:44][C:45](=[O:52])[CH2:46][C@@H:47]1[CH2:51][CH2:50][NH:49][CH2:48]1.[NH:54]1[CH:58]=[CH:57][C:56]([C:59](O)=[O:60])=[N:55]1, predict the reaction product. The product is: [F:1][C:2]([F:7])([F:6])[C:3]([OH:5])=[O:4].[F:8][C:9]([F:14])([F:13])[C:10]([OH:12])=[O:11].[Cl:22][C:23]1[CH:24]=[N:25][C:26]2[NH:27][C:28]3[CH:29]=[N:30][CH:31]=[C:32]([CH:53]=3)[CH2:33][CH2:34][C:35]3[CH:43]=[C:39]([NH:40][C:41]=1[N:42]=2)[CH:38]=[CH:37][C:36]=3[NH:44][C:45](=[O:52])[CH2:46][C@@H:47]1[CH2:51][CH2:50][N:49]([C:59]([C:56]2[CH:57]=[CH:58][NH:54][N:55]=2)=[O:60])[CH2:48]1. (3) Given the reactants [CH3:1][N:2]([C:27]1[CH:32]=[CH:31][CH:30]=[CH:29][CH:28]=1)[C:3](=[O:26])[CH2:4][N:5]1[C:15]2=[C:16]3[C:11](=[CH:12][CH:13]=[CH:14]2)[CH2:10][CH:9]([NH:17]C(=O)OC(C)(C)C)[CH2:8][N:7]3[C:6]1=[O:25].[ClH:33].O1CCOCC1, predict the reaction product. The product is: [ClH:33].[NH2:17][CH:9]1[CH2:10][C:11]2[C:16]3=[C:15]([N:5]([CH2:4][C:3]([N:2]([CH3:1])[C:27]4[CH:32]=[CH:31][CH:30]=[CH:29][CH:28]=4)=[O:26])[C:6](=[O:25])[N:7]3[CH2:8]1)[CH:14]=[CH:13][CH:12]=2. (4) Given the reactants Cl.Cl.[NH:3]1[C:11]2[C:6](=[CH:7][CH:8]=[CH:9][CH:10]=2)[C:5]([CH:12]2[CH2:17][CH2:16][CH:15]([NH:18][CH:19]([CH:23]3[CH2:28][CH2:27][NH:26][CH2:25][CH2:24]3)[C:20]([NH2:22])=[O:21])[CH2:14][CH2:13]2)=[CH:4]1.[CH2:29]1[C:37]2[C:32](=[CH:33][C:34](/[CH:38]=[CH:39]/[C:40](O)=[O:41])=[CH:35][CH:36]=2)[CH2:31][CH2:30]1, predict the reaction product. The product is: [NH:3]1[C:11]2[C:6](=[CH:7][CH:8]=[CH:9][CH:10]=2)[C:5]([CH:12]2[CH2:17][CH2:16][CH:15]([NH:18][CH:19]([CH:23]3[CH2:24][CH2:25][N:26]([C:40](=[O:41])/[CH:39]=[CH:38]/[C:34]4[CH:33]=[C:32]5[C:37](=[CH:36][CH:35]=4)[CH2:29][CH2:30][CH2:31]5)[CH2:27][CH2:28]3)[C:20]([NH2:22])=[O:21])[CH2:14][CH2:13]2)=[CH:4]1. (5) Given the reactants [F:1][C:2]([F:18])([F:17])[C:3]1[N:8]=[CH:7][C:6]([C:9]2[CH:10]=[C:11]([CH:14]=[CH:15][CH:16]=2)[CH2:12][NH2:13])=[CH:5][N:4]=1.[F:19][C:20]1[CH:25]=[CH:24][C:23]([S:26]([N:29]([CH2:33][C:34](O)=[O:35])[CH:30]([CH3:32])[CH3:31])(=[O:28])=[O:27])=[CH:22][CH:21]=1.CN(C(ON1N=NC2C=CC=NC1=2)=[N+](C)C)C.F[P-](F)(F)(F)(F)F.C(N(CC)C(C)C)(C)C.OS([O-])(=O)=O.[K+], predict the reaction product. The product is: [F:19][C:20]1[CH:21]=[CH:22][C:23]([S:26]([N:29]([CH:30]([CH3:32])[CH3:31])[CH2:33][C:34]([NH:13][CH2:12][C:11]2[CH:14]=[CH:15][CH:16]=[C:9]([C:6]3[CH:7]=[N:8][C:3]([C:2]([F:1])([F:17])[F:18])=[N:4][CH:5]=3)[CH:10]=2)=[O:35])(=[O:27])=[O:28])=[CH:24][CH:25]=1. (6) Given the reactants [CH:1]1([CH2:7][CH2:8][CH2:9][C@@H:10]([C:19]2[O:23][N:22]=[C:21]([C:24]([N:26]([CH3:34])[CH2:27][C:28]3[CH:33]=[CH:32][CH:31]=[CH:30][N:29]=3)=[O:25])[N:20]=2)[CH2:11][C:12]([O:14]C(C)(C)C)=[O:13])[CH2:6][CH2:5][CH2:4][CH2:3][CH2:2]1.FC(F)(F)C(O)=O, predict the reaction product. The product is: [CH:1]1([CH2:7][CH2:8][CH2:9][C@@H:10]([C:19]2[O:23][N:22]=[C:21]([C:24]([N:26]([CH3:34])[CH2:27][C:28]3[CH:33]=[CH:32][CH:31]=[CH:30][N:29]=3)=[O:25])[N:20]=2)[CH2:11][C:12]([OH:14])=[O:13])[CH2:6][CH2:5][CH2:4][CH2:3][CH2:2]1. (7) Given the reactants [CH3:1][NH:2][CH2:3][CH2:4][NH:5][C:6]([C:8]1[C:13]([NH2:14])=[N:12][C:11]([NH2:15])=[C:10]([Cl:16])[N:9]=1)=[O:7].[CH3:17][O:18][C:19](=[O:32])[CH2:20][O:21][C:22]1[CH:27]=[CH:26][C:25]([CH2:28][CH2:29][CH2:30]Br)=[CH:24][CH:23]=1.C(=O)([O-])[O-].[Na+].[Na+], predict the reaction product. The product is: [CH3:17][O:18][C:19](=[O:32])[CH2:20][O:21][C:22]1[CH:27]=[CH:26][C:25]([CH2:28][CH2:29][CH2:30][N:2]([CH2:3][CH2:4][NH:5][C:6]([C:8]2[C:13]([NH2:14])=[N:12][C:11]([NH2:15])=[C:10]([Cl:16])[N:9]=2)=[O:7])[CH3:1])=[CH:24][CH:23]=1.